Dataset: Forward reaction prediction with 1.9M reactions from USPTO patents (1976-2016). Task: Predict the product of the given reaction. (1) Given the reactants [Br:1][C:2]1[CH:11]=[C:10]2[C:5]([C:6]([CH3:14])([CH3:13])[CH2:7][CH2:8][C:9]2=O)=[CH:4][CH:3]=1.[C:15]([Mg]Cl)([CH3:18])([CH3:17])[CH3:16].CO.C1(C)C=CC(S(O)(=O)=O)=CC=1, predict the reaction product. The product is: [Br:1][C:2]1[CH:11]=[C:10]2[C:5]([C:6]([CH3:14])([CH3:13])[CH2:7][CH:8]=[C:9]2[C:15]([CH3:18])([CH3:17])[CH3:16])=[CH:4][CH:3]=1. (2) Given the reactants C(OC([NH:8][C@@H:9]1[CH2:14][CH2:13][CH2:12][N:11]([C:15]2[N:20]=[C:19]([NH:21][C:22]3[CH:27]=[CH:26][C:25]([N:28]4[CH2:33][CH2:32][N:31]([C:34]([O:36][CH2:37][C:38]5[CH:43]=[CH:42][CH:41]=[CH:40][CH:39]=5)=[O:35])[CH2:30][CH2:29]4)=[CH:24][CH:23]=3)[C:18]([C:44](=[O:46])[NH2:45])=[CH:17][CH:16]=2)[CH2:10]1)=O)(C)(C)C.C(O)(C(F)(F)F)=O, predict the reaction product. The product is: [NH2:8][C@@H:9]1[CH2:14][CH2:13][CH2:12][N:11]([C:15]2[N:20]=[C:19]([NH:21][C:22]3[CH:23]=[CH:24][C:25]([N:28]4[CH2:33][CH2:32][N:31]([C:34]([O:36][CH2:37][C:38]5[CH:43]=[CH:42][CH:41]=[CH:40][CH:39]=5)=[O:35])[CH2:30][CH2:29]4)=[CH:26][CH:27]=3)[C:18]([C:44](=[O:46])[NH2:45])=[CH:17][CH:16]=2)[CH2:10]1. (3) Given the reactants [CH3:1][C:2]1[N:6]([C:7]([C:20]2[CH:25]=[CH:24][CH:23]=[CH:22][CH:21]=2)([C:14]2[CH:19]=[CH:18][CH:17]=[CH:16][CH:15]=2)[C:8]2[CH:13]=[CH:12][CH:11]=[CH:10][CH:9]=2)[CH:5]=[N:4][C:3]=1[CH:26]=[O:27].Cl.[C:29]([O:32][CH2:33][CH3:34])(=[O:31])[CH3:30], predict the reaction product. The product is: [OH:27][CH:26]([C:3]1[N:4]=[CH:5][N:6]([C:7]([C:14]2[CH:15]=[CH:16][CH:17]=[CH:18][CH:19]=2)([C:8]2[CH:9]=[CH:10][CH:11]=[CH:12][CH:13]=2)[C:20]2[CH:25]=[CH:24][CH:23]=[CH:22][CH:21]=2)[C:2]=1[CH3:1])[CH2:30][C:29]([O:32][CH2:33][CH3:34])=[O:31]. (4) Given the reactants [OH:1][C:2]1[CH2:6][O:5][C:4](=[O:7])[C:3]=1[CH3:8].N1C(C)=CC=CC=1C.[F:17][C:18]([F:31])([F:30])[S:19](O[S:19]([C:18]([F:31])([F:30])[F:17])(=[O:21])=[O:20])(=[O:21])=[O:20], predict the reaction product. The product is: [F:17][C:18]([F:31])([F:30])[S:19]([O:1][C:2]1[CH2:6][O:5][C:4](=[O:7])[C:3]=1[CH3:8])(=[O:21])=[O:20]. (5) Given the reactants OO.[OH2:3].[OH-].[Na+].[Cl:6][C:7]1[C:15]([O:16][CH3:17])=[C:14]2[C:10]([C:11](=[O:19])C(=O)[NH:13]2)=[CH:9][CH:8]=1.Cl.[Br:21]Br, predict the reaction product. The product is: [NH2:13][C:14]1[C:15]([O:16][CH3:17])=[C:7]([Cl:6])[C:8]([Br:21])=[CH:9][C:10]=1[C:11]([OH:19])=[O:3]. (6) Given the reactants CN1CCN(C2C=CC(NC3C4N(N=CN=4)C(C4C=C(C(N)=O)SC=4)=CN=3)=CC=2)CC1.[Br:32][C:33]1[N:38]2[N:39]=[CH:40][N:41]=[C:37]2[C:36](Br)=[N:35][CH:34]=1.[CH:43]([N:46]1[CH2:51][CH2:50][N:49]([C:52]2[CH:57]=[CH:56][C:55]([NH2:58])=[CH:54][CH:53]=2)[CH2:48][CH2:47]1)([CH3:45])[CH3:44].C(N(CC)C(C)C)(C)C, predict the reaction product. The product is: [Br:32][C:33]1[N:38]2[N:39]=[CH:40][N:41]=[C:37]2[C:36]([NH:58][C:55]2[CH:54]=[CH:53][C:52]([N:49]3[CH2:48][CH2:47][N:46]([CH:43]([CH3:45])[CH3:44])[CH2:51][CH2:50]3)=[CH:57][CH:56]=2)=[N:35][CH:34]=1. (7) Given the reactants [CH2:1]([N:8]([C:15]1[CH:20]=[CH:19][C:18]([F:21])=[C:17]([Cl:22])[CH:16]=1)[C@H:9]([C:11]([O:13]C)=[O:12])[CH3:10])[C:2]1[CH:7]=[CH:6][CH:5]=[CH:4][CH:3]=1.C1COCC1.CO.O[Li:31].O, predict the reaction product. The product is: [Li+:31].[CH2:1]([N:8]([C:15]1[CH:20]=[CH:19][C:18]([F:21])=[C:17]([Cl:22])[CH:16]=1)[C@H:9]([C:11]([O-:13])=[O:12])[CH3:10])[C:2]1[CH:3]=[CH:4][CH:5]=[CH:6][CH:7]=1. (8) The product is: [CH:3]1([C:9]2[CH:29]=[CH:28][C:12]([O:13][C:14]3[C:15]4[CH:25]=[C:24]([O:26][CH:31]([F:33])[F:32])[C:23]([CH3:27])=[CH:22][C:16]=4[S:17][C:18]=3[C:19]([OH:21])=[O:20])=[CH:11][CH:10]=2)[CH2:4][CH2:5][CH2:6][CH2:7][CH2:8]1. Given the reactants [OH-].[Na+].[CH:3]1([C:9]2[CH:29]=[CH:28][C:12]([O:13][C:14]3[C:15]4[CH:25]=[C:24]([OH:26])[C:23]([CH3:27])=[CH:22][C:16]=4[S:17][C:18]=3[C:19]([OH:21])=[O:20])=[CH:11][CH:10]=2)[CH2:8][CH2:7][CH2:6][CH2:5][CH2:4]1.Cl[CH:31]([F:33])[F:32].Cl, predict the reaction product. (9) Given the reactants [CH3:1][N:2]1[C:6]([NH2:7])=[C:5]([C:8]2[CH:13]=[C:12]([S:14][CH3:15])[N:11]=[CH:10][N:9]=2)[CH:4]=[N:3]1.Br[C:17]1[CH:18]=[C:19]([NH:24][C:25](=[O:36])[C:26]2[CH:31]=[CH:30][CH:29]=[C:28]([C:32]([F:35])([F:34])[F:33])[CH:27]=2)[CH:20]=[CH:21][C:22]=1[CH3:23].C(=O)([O-])[O-].[Cs+].[Cs+].O1CCOCC1, predict the reaction product. The product is: [CH3:23][C:22]1[CH:17]=[CH:18][C:19]([NH:24][C:25](=[O:36])[C:26]2[CH:31]=[CH:30][CH:29]=[C:28]([C:32]([F:33])([F:34])[F:35])[CH:27]=2)=[CH:20][C:21]=1[NH:7][C:6]1[N:2]([CH3:1])[N:3]=[CH:4][C:5]=1[C:8]1[CH:13]=[C:12]([S:14][CH3:15])[N:11]=[CH:10][N:9]=1. (10) Given the reactants Cl[C:2]1[N:7]=[CH:6][N:5]=[C:4]([NH:8][CH2:9][CH:10]([C:12]2[CH:17]=[CH:16][N:15]=[C:14]3[O:18][CH2:19][CH2:20][O:21][C:13]=23)[CH3:11])[CH:3]=1.[CH3:22][NH:23][C:24]1[N:29]=[CH:28][C:27](B2OC(C)(C)C(C)(C)O2)=[CH:26][N:25]=1.C([O-])([O-])=O.[Na+].[Na+], predict the reaction product. The product is: [O:21]1[C:13]2[C:14](=[N:15][CH:16]=[CH:17][C:12]=2[C@H:10]([CH3:11])[CH2:9][NH:8][C:4]2[N:5]=[CH:6][N:7]=[C:2]([C:27]3[CH:26]=[N:25][C:24]([NH:23][CH3:22])=[N:29][CH:28]=3)[CH:3]=2)[O:18][CH2:19][CH2:20]1.